Task: Predict the reactants needed to synthesize the given product.. Dataset: Full USPTO retrosynthesis dataset with 1.9M reactions from patents (1976-2016) Given the product [NH2:11][C:10]1[CH:9]=[CH:8][C:7]([C:14]([O:16][CH3:17])=[O:15])=[C:5]2[C:4]=1[O:3][CH:2]([CH3:1])[CH2:6]2, predict the reactants needed to synthesize it. The reactants are: [CH3:1][CH:2]1[CH2:6][C:5]2=[C:7]([C:14]([O:16][CH3:17])=[O:15])[CH:8]=[CH:9][C:10]([N+:11]([O-])=O)=[C:4]2[O:3]1.[H][H].